This data is from Full USPTO retrosynthesis dataset with 1.9M reactions from patents (1976-2016). The task is: Predict the reactants needed to synthesize the given product. (1) Given the product [I:3][C:4]1[C:5]([CH2:16][O:17][CH2:18][CH:20]2[CH2:21][O:22]2)=[C:6]([I:15])[C:7]([CH2:13][O:14][CH2:5][CH:4]2[CH2:9][O:1]2)=[C:8]([I:12])[C:9]=1[CH2:10][O:11][CH2:6][CH:7]1[CH2:8][O:23]1, predict the reactants needed to synthesize it. The reactants are: [OH-:1].[Na+].[I:3][C:4]1[C:9]([CH2:10][OH:11])=[C:8]([I:12])[C:7]([CH2:13][OH:14])=[C:6]([I:15])[C:5]=1[CH2:16][OH:17].[CH2:18]([CH:20]1[O:22][CH2:21]1)Cl.[OH2:23]. (2) Given the product [Cl:49][C:50]1[CH:66]=[CH:65][C:53]2[NH:54][C:55]([C@@H:57]([NH:64][C:5](=[O:7])[C:4]3[CH:8]=[CH:9][C:10]([C:11]([N:13]4[CH2:17][CH2:16][CH2:15][CH2:14]4)=[O:12])=[C:2]([CH3:1])[CH:3]=3)[CH2:58][C:59]3[N:60]=[CH:61][S:62][CH:63]=3)=[N:56][C:52]=2[CH:51]=1, predict the reactants needed to synthesize it. The reactants are: [CH3:1][C:2]1[CH:3]=[C:4]([CH:8]=[CH:9][C:10]=1[C:11]([N:13]1[CH2:17][CH2:16][CH2:15][CH2:14]1)=[O:12])[C:5]([OH:7])=O.CN(C(ON1N=NC2C=CC=CC1=2)=[N+](C)C)C.[B-](F)(F)(F)F.C(N(C(C)C)CC)(C)C.[Cl:49][C:50]1[CH:66]=[CH:65][C:53]2[NH:54][C:55]([C@@H:57]([NH2:64])[CH2:58][C:59]3[N:60]=[CH:61][S:62][CH:63]=3)=[N:56][C:52]=2[CH:51]=1.ClCl.